The task is: Predict the reactants needed to synthesize the given product.. This data is from Full USPTO retrosynthesis dataset with 1.9M reactions from patents (1976-2016). (1) Given the product [C:13]1([S:19]([N:8]2[C:9]3=[N:10][C:2]([Cl:1])=[CH:3][CH:4]=[C:5]3[CH:6]=[CH:7]2)(=[O:21])=[O:20])[CH:18]=[CH:17][CH:16]=[CH:15][CH:14]=1, predict the reactants needed to synthesize it. The reactants are: [Cl:1][C:2]1[N:10]=[C:9]2[C:5]([CH:6]=[CH:7][NH:8]2)=[CH:4][CH:3]=1.[H-].[Na+].[C:13]1([S:19](Cl)(=[O:21])=[O:20])[CH:18]=[CH:17][CH:16]=[CH:15][CH:14]=1.C(OCC)(=O)C. (2) Given the product [Br:13][C:12]1[C:11]([F:14])=[CH:10][CH:9]=[C:3]2[C:2]=1[NH:1][C:16](=[O:18])[N:6]([CH2:7][CH3:8])[C:4]2=[O:5], predict the reactants needed to synthesize it. The reactants are: [NH2:1][C:2]1[C:12]([Br:13])=[C:11]([F:14])[CH:10]=[CH:9][C:3]=1[C:4]([NH:6][CH2:7][CH3:8])=[O:5].Cl[C:16](Cl)([O:18]C(=O)OC(Cl)(Cl)Cl)Cl.O.